This data is from Forward reaction prediction with 1.9M reactions from USPTO patents (1976-2016). The task is: Predict the product of the given reaction. (1) Given the reactants [O:1]1[C:5]2[CH:6]=[CH:7][CH:8]=[C:9]([C:10]([NH:12][NH2:13])=[O:11])[C:4]=2[O:3][CH2:2]1.[OH-].[K+].[C:16](=S)=[S:17].Cl, predict the reaction product. The product is: [O:1]1[C:5]2[CH:6]=[CH:7][CH:8]=[C:9]([C:10]3[O:11][C:16]([SH:17])=[N:13][N:12]=3)[C:4]=2[O:3][CH2:2]1. (2) The product is: [C:24]([O:27][C:28]([O:1][C:2]1[C:7]([C:8]([O:10][C:11]2[CH:16]=[CH:15][CH:14]=[CH:13][CH:12]=2)=[O:9])=[C:6]([CH3:17])[C:5]([O:18][C:19]([F:20])([F:21])[F:22])=[CH:4][CH:3]=1)=[O:29])([CH3:26])([CH3:25])[CH3:23]. Given the reactants [OH:1][C:2]1[C:7]([C:8]([O:10][C:11]2[CH:16]=[CH:15][CH:14]=[CH:13][CH:12]=2)=[O:9])=[C:6]([CH3:17])[C:5]([O:18][C:19]([F:22])([F:21])[F:20])=[CH:4][CH:3]=1.[CH3:23][C:24]([O:27][C:28](O[C:28]([O:27][C:24]([CH3:26])([CH3:25])[CH3:23])=[O:29])=[O:29])([CH3:26])[CH3:25].CCN(C(C)C)C(C)C, predict the reaction product.